Dataset: Reaction yield outcomes from USPTO patents with 853,638 reactions. Task: Predict the reaction yield, written as a fraction of the theoretical maximum amount of product (1.0 means a 100% yield; for example, 0.34 means a 34% yield). The reactants are [OH:1][C:2]1[C:9]([C:10]2([CH3:13])[CH2:12][CH2:11]2)=[CH:8][CH:7]=[CH:6][C:3]=1[CH:4]=[O:5].[Br-:14].[Br-].[Br-].C([N+](CCCC)(CCCC)CCCC)CCC.C([N+](CCCC)(CCCC)CCCC)CCC.C([N+](CCCC)(CCCC)CCCC)CCC. The catalyst is C(Cl)Cl.CO. The product is [Br:14][C:7]1[CH:8]=[C:9]([C:10]2([CH3:13])[CH2:11][CH2:12]2)[C:2]([OH:1])=[C:3]([CH:6]=1)[CH:4]=[O:5]. The yield is 0.910.